Dataset: Reaction yield outcomes from USPTO patents with 853,638 reactions. Task: Predict the reaction yield, written as a fraction of the theoretical maximum amount of product (1.0 means a 100% yield; for example, 0.34 means a 34% yield). (1) The yield is 0.420. The catalyst is FC(F)(F)CO.CO.C(Cl)Cl.CCCCCC. The product is [F:33][C:27]1[CH:28]=[CH:29][CH:30]=[C:31]([F:32])[C:26]=1[NH:25][C:23](=[O:24])[C:22]1[CH:34]=[C:18]([C:9]2[N:10]=[C:11]3[CH:16]=[C:15]([F:17])[CH:14]=[CH:13][N:12]3[C:8]=2[C:6]2[CH:5]=[CH:4][N:3]=[C:2]([NH:43][C:42]3[CH:44]=[C:38]([CH3:37])[C:39]([N:47]4[CH2:52][CH2:51][CH:50]([CH2:53][CH2:54][S:55]([CH3:58])(=[O:57])=[O:56])[CH2:49][CH2:48]4)=[CH:40][C:41]=3[O:45][CH3:46])[N:7]=2)[CH:19]=[CH:20][C:21]=1[O:35][CH3:36]. The reactants are Cl[C:2]1[N:7]=[C:6]([C:8]2[N:12]3[CH:13]=[CH:14][C:15]([F:17])=[CH:16][C:11]3=[N:10][C:9]=2[C:18]2[CH:19]=[CH:20][C:21]([O:35][CH3:36])=[C:22]([CH:34]=2)[C:23]([NH:25][C:26]2[C:31]([F:32])=[CH:30][CH:29]=[CH:28][C:27]=2[F:33])=[O:24])[CH:5]=[CH:4][N:3]=1.[CH3:37][C:38]1[C:39]([N:47]2[CH2:52][CH2:51][CH:50]([CH2:53][CH2:54][S:55]([CH3:58])(=[O:57])=[O:56])[CH2:49][CH2:48]2)=[CH:40][C:41]([O:45][CH3:46])=[C:42]([CH:44]=1)[NH2:43].Cl.O1CCOCC1.C[O-].[Na+]. (2) The yield is 0.520. The reactants are [CH3:1][O:2][C:3]1[CH:8]=[CH:7][C:6]([CH:9]2[O:14][C@H:13]3[CH2:15][C@H:16]([N:18]4[C:22]5[N:23]=[CH:24][N:25]=[C:26]([CH3:27])[C:21]=5[CH:20]=[CH:19]4)[CH2:17][C@H:12]3[CH2:11][O:10]2)=[CH:5][CH:4]=1.[I:28]N1C(=O)CCC1=O. The product is [I:28][C:20]1[C:21]2[C:26]([CH3:27])=[N:25][CH:24]=[N:23][C:22]=2[N:18]([C@H:16]2[CH2:15][C@@H:13]3[O:14][CH:9]([C:6]4[CH:5]=[CH:4][C:3]([O:2][CH3:1])=[CH:8][CH:7]=4)[O:10][CH2:11][C@@H:12]3[CH2:17]2)[CH:19]=1. The catalyst is C(Cl)Cl.